From a dataset of Forward reaction prediction with 1.9M reactions from USPTO patents (1976-2016). Predict the product of the given reaction. (1) Given the reactants Cl[C:2]1([O:13][CH2:14][C:15]2[N:20]=[CH:19][N:18]=[C:17]([NH:21][CH:22]3[CH2:27][CH2:26][O:25][CH2:24][CH2:23]3)[CH:16]=2)[C:11]([CH3:12])=[N:10][C:9]2[C:4](=[CH:5][CH:6]=[CH:7][CH:8]=2)[NH:3]1.[NH:28]1[CH2:32][CH2:31][CH2:30][CH2:29]1, predict the reaction product. The product is: [CH3:12][C:11]1[C:2]([O:13][CH2:14][C:15]2[N:20]=[C:19]([N:28]3[CH2:32][CH2:31][CH2:30][CH2:29]3)[N:18]=[C:17]([NH:21][CH:22]3[CH2:27][CH2:26][O:25][CH2:24][CH2:23]3)[CH:16]=2)=[N:3][C:4]2[C:9]([N:10]=1)=[CH:8][CH:7]=[CH:6][CH:5]=2. (2) Given the reactants [Br:1][C:2]1[CH:3]=[C:4]([CH:25]=[CH:26][C:27]=1[CH2:28][CH3:29])[NH:5][C:6]1[C:15]2[C:10](=[CH:11][CH:12]=[CH:13][CH:14]=2)[C:9]([CH2:16][CH2:17][C:18]2[CH:23]=[CH:22][N:21]=[C:20](O)[CH:19]=2)=[CH:8][N:7]=1.P(Cl)(Cl)([Cl:32])=O.Cl.N, predict the reaction product. The product is: [Br:1][C:2]1[CH:3]=[C:4]([CH:25]=[CH:26][C:27]=1[CH2:28][CH3:29])[NH:5][C:6]1[C:15]2[C:10](=[CH:11][CH:12]=[CH:13][CH:14]=2)[C:9]([CH2:16][CH2:17][C:18]2[CH:23]=[CH:22][N:21]=[C:20]([Cl:32])[CH:19]=2)=[CH:8][N:7]=1.